Dataset: Reaction yield outcomes from USPTO patents with 853,638 reactions. Task: Predict the reaction yield, written as a fraction of the theoretical maximum amount of product (1.0 means a 100% yield; for example, 0.34 means a 34% yield). (1) The reactants are [CH2:1]([C:5]1[N:6]([CH2:10][C:11]2[CH:16]=[CH:15][CH:14]=[CH:13][C:12]=2[Cl:17])[CH:7]=[CH:8][N:9]=1)[CH2:2][CH2:3][CH3:4].C=O.[C:20]([O-])(=[O:22])C.[Na+]. The product is [CH2:1]([C:5]1[N:6]([CH2:10][C:11]2[CH:16]=[CH:15][CH:14]=[CH:13][C:12]=2[Cl:17])[C:7]([CH2:20][OH:22])=[CH:8][N:9]=1)[CH2:2][CH2:3][CH3:4]. The catalyst is C(O)(=O)C. The yield is 0.410. (2) The reactants are [Cl:1][C:2]1[CH:7]=[CH:6][C:5]([S:8]([NH:11][CH:12]2[CH2:15][CH2:14][CH2:13]2)(=[O:10])=[O:9])=[CH:4][C:3]=1[NH:16][C:17]1[S:18][CH2:19][C:20](=[O:22])[N:21]=1.N[C:24]([NH:26][C:27]1[CH:28]=[C:29](S(NC2CCC2)(=O)=O)[CH:30]=[CH:31][C:32]=1Cl)=S.Cl[CH2:43][C:44](O)=O.[C:47]([O-])(=O)C.[Na+]. The catalyst is C(O)(=O)C.O. The product is [Cl:1][C:2]1[CH:7]=[CH:6][C:5]([S:8]([NH:11][CH:12]2[CH2:15][CH2:14][CH2:13]2)(=[O:10])=[O:9])=[CH:4][C:3]=1[NH:16][C:17]1[S:18]/[C:19](=[CH:47]\[C:30]2[CH:31]=[C:32]3[C:27](=[CH:28][CH:29]=2)[N:26]=[CH:24][CH:44]=[CH:43]3)/[C:20](=[O:22])[N:21]=1. The yield is 0.650. (3) The reactants are Cl.[Br:2][C:3]1[CH:8]=[C:7]([N+:9]([O-])=O)[CH:6]=[C:5]([C:12]([F:15])([F:14])[F:13])[C:4]=1[NH2:16]. The catalyst is O1CCCC1.[Zn]. The product is [Br:2][C:3]1[CH:8]=[C:7]([NH2:9])[CH:6]=[C:5]([C:12]([F:15])([F:14])[F:13])[C:4]=1[NH2:16]. The yield is 0.980. (4) The reactants are [NH2:1][C:2]([CH3:38])([CH2:8][CH2:9][C:10]1[CH:11]=[C:12]2[C:35](=[CH:36][CH:37]=1)[C:16]1=[N:17][O:18][C:19]([C:20]3[CH:21]=[N:22][N:23]([C:29]4[CH:34]=[CH:33][CH:32]=[CH:31][CH:30]=4)[C:24]=3[C:25]([F:28])([F:27])[F:26])=[C:15]1[CH2:14][CH2:13]2)[C:3](OCC)=[O:4].[BH4-].[Na+].C(OCC)(=O)C.[Cl-].[NH4+]. The catalyst is C(O)C.O. The product is [NH2:1][C:2]([CH3:38])([CH2:8][CH2:9][C:10]1[CH:11]=[C:12]2[C:35](=[CH:36][CH:37]=1)[C:16]1=[N:17][O:18][C:19]([C:20]3[CH:21]=[N:22][N:23]([C:29]4[CH:30]=[CH:31][CH:32]=[CH:33][CH:34]=4)[C:24]=3[C:25]([F:28])([F:27])[F:26])=[C:15]1[CH2:14][CH2:13]2)[CH2:3][OH:4]. The yield is 0.435. (5) The reactants are [NH:1]1[CH2:6][CH2:5][CH2:4][CH2:3][CH2:2]1.Cl.C(N=C=NCCCN(C)C)C.[CH3:19][O:20][C:21]1[C:22]([CH3:51])=[C:23]([C:42]([O:49][CH3:50])=[C:43]([O:47][CH3:48])[C:44]=1[O:45][CH3:46])[CH2:24][C:25]1[CH:26]=[CH:27][C:28]([O:34][CH2:35][C:36]2[CH:41]=[CH:40][CH:39]=[CH:38][CH:37]=2)=[C:29]([CH:33]=1)[C:30](O)=[O:31]. The catalyst is C(Cl)Cl. The product is [CH3:19][O:20][C:21]1[C:22]([CH3:51])=[C:23]([C:42]([O:49][CH3:50])=[C:43]([O:47][CH3:48])[C:44]=1[O:45][CH3:46])[CH2:24][C:25]1[CH:26]=[CH:27][C:28]([O:34][CH2:35][C:36]2[CH:41]=[CH:40][CH:39]=[CH:38][CH:37]=2)=[C:29]([CH:33]=1)[C:30]([N:1]1[CH2:6][CH2:5][CH2:4][CH2:3][CH2:2]1)=[O:31]. The yield is 0.990.